This data is from Orexin1 receptor HTS with 218,158 compounds and 233 confirmed actives. The task is: Binary Classification. Given a drug SMILES string, predict its activity (active/inactive) in a high-throughput screening assay against a specified biological target. (1) The compound is O(CC(O)CN(CCO)CCO)CCOc1ccc(CC)cc1. The result is 0 (inactive). (2) The compound is Clc1cc(N2CCN(CC2)CCNC(=O)c2cc3[nH]c(=O)n(c(=O)c3cc2)CCOC)ccc1. The result is 0 (inactive). (3) The molecule is O=C(NC1CCCC1)C(NC(=O)C1CN(C(=O)C1)c1cc2OCCOc2cc1)C(C)C. The result is 0 (inactive). (4) The compound is O=C(NC(=O)NCc1occc1)CN1CCC(CC1)Cc1ccccc1. The result is 0 (inactive). (5) The drug is OC1(N(N=C(C1)CC)C(=O)Cc1ccc([N+]([O-])=O)cc1)C(C)(C)C. The result is 0 (inactive). (6) The molecule is S=C(N(CCc1cc(OC)c(OC)cc1)Cc1ncccc1)Nc1c(F)cccc1. The result is 0 (inactive). (7) The drug is O(c1cc(CCC(=O)Nc2cc(cc(c2)C)C)cc(OC)c1OC)C. The result is 0 (inactive).